This data is from Reaction yield outcomes from USPTO patents with 853,638 reactions. The task is: Predict the reaction yield, written as a fraction of the theoretical maximum amount of product (1.0 means a 100% yield; for example, 0.34 means a 34% yield). (1) The catalyst is ClCCl. The yield is 0.990. The product is [F:29][C:11]1[CH:12]=[C:13]([O:17][C@H:18]2[CH2:22][CH2:21][CH2:20][C@@H:19]2[C:23]2[N:27]([CH3:28])[N:26]=[CH:25][CH:24]=2)[C:14]([F:16])=[CH:15][C:10]=1[S:7]([NH:6][C:30]1[CH:35]=[CH:34][N:33]=[CH:32][N:31]=1)(=[O:8])=[O:9]. The reactants are COC1C=C(OC)C=CC=1C[N:6]([C:30]1[CH:35]=[CH:34][N:33]=[CH:32][N:31]=1)[S:7]([C:10]1[CH:15]=[C:14]([F:16])[C:13]([O:17][C@H:18]2[CH2:22][CH2:21][CH2:20][C@@H:19]2[C:23]2[N:27]([CH3:28])[N:26]=[CH:25][CH:24]=2)=[CH:12][C:11]=1[F:29])(=[O:9])=[O:8].C([SiH](CC)CC)C.FC(F)(F)C(O)=O. (2) The reactants are O=[C:2]([CH2:8][C:9]([O:11]C)=O)[CH2:3][C:4]([O:6][CH3:7])=[O:5].[C:13]1([NH:19][NH2:20])[CH:18]=[CH:17][CH:16]=[CH:15][CH:14]=1. The catalyst is C1C=CC=CC=1. The product is [OH:11][C:9]1[N:19]([C:13]2[CH:18]=[CH:17][CH:16]=[CH:15][CH:14]=2)[N:20]=[C:2]([CH2:3][C:4]([O:6][CH3:7])=[O:5])[CH:8]=1. The yield is 0.800. (3) The reactants are C([O:5][C:6](=[O:20])[CH2:7][N:8]([C:10]1[CH:15]=[CH:14][C:13]([CH2:16][CH2:17][CH2:18][CH3:19])=[CH:12][CH:11]=1)[CH3:9])(C)(C)C.FC(F)(F)C(O)=O.[Cl:28]CCl. No catalyst specified. The product is [ClH:28].[CH2:16]([C:13]1[CH:14]=[CH:15][C:10]([N:8]([CH2:7][C:6]([OH:20])=[O:5])[CH3:9])=[CH:11][CH:12]=1)[CH2:17][CH2:18][CH3:19]. The yield is 0.470. (4) The reactants are Cl.[F:2][C:3]1[CH:11]=[C:10]2[C:6]([C:7]([C:12]3[CH:13]=[N:14][N:15]([CH:17]4[CH2:22][CH2:21][NH:20][CH2:19][CH2:18]4)[CH:16]=3)=[CH:8][NH:9]2)=[CH:5][CH:4]=1.CCN(CC)CC.Cl[C:31]([O:33][CH3:34])=[O:32]. The catalyst is C(Cl)Cl. The product is [F:2][C:3]1[CH:11]=[C:10]2[C:6]([C:7]([C:12]3[CH:13]=[N:14][N:15]([CH:17]4[CH2:22][CH2:21][N:20]([C:31]([O:33][CH3:34])=[O:32])[CH2:19][CH2:18]4)[CH:16]=3)=[CH:8][NH:9]2)=[CH:5][CH:4]=1. The yield is 0.310. (5) The reactants are [Cl:1][C:2]1[CH:7]=[CH:6][C:5]([S:8](Cl)(=[O:10])=[O:9])=[CH:4][CH:3]=1.[CH3:12][CH:13]1[CH2:18][CH2:17][CH2:16][CH:15]([NH2:19])[CH2:14]1.C(N(CC)CC)C. The catalyst is ClCCl. The product is [Cl:1][C:2]1[CH:7]=[CH:6][C:5]([S:8]([NH:19][CH:15]2[CH2:16][CH2:17][CH2:18][CH:13]([CH3:12])[CH2:14]2)(=[O:10])=[O:9])=[CH:4][CH:3]=1. The yield is 0.880. (6) The reactants are [N+:1]([C:4]1[CH:14]=[CH:13][C:7]([O:8][CH2:9][C:10]([OH:12])=O)=[CH:6][CH:5]=1)([O-:3])=[O:2].Cl.C([N:18](CC)[CH2:19][CH3:20])C.CC[N:25]=C=NCCCN(C)C.Cl.C(N(C(C)C)CC)(C)C. The catalyst is C1COCC1. The product is [N+:1]([C:4]1[CH:5]=[CH:6][C:7]([O:8][CH2:9][C:10]2[O:12][N:25]=[C:19]([CH3:20])[N:18]=2)=[CH:13][CH:14]=1)([O-:3])=[O:2]. The yield is 0.600. (7) The reactants are [Cl:1][C:2]1[CH:12]=[N:11][CH:10]=[C:9]([CH:13]=O)[C:3]=1[C:4]([O:6][CH2:7][CH3:8])=[O:5].[C:15]([NH:18][NH2:19])(=[O:17])[CH3:16].C(Cl)Cl.O. The catalyst is C(O)C. The product is [C:15]([NH:18]/[N:19]=[CH:13]/[C:9]1[CH:10]=[N:11][CH:12]=[C:2]([Cl:1])[C:3]=1[C:4]([O:6][CH2:7][CH3:8])=[O:5])(=[O:17])[CH3:16]. The yield is 0.0870. (8) The reactants are [C:1]([O:5][C:6]([NH:8][C@@H:9]([C:11]([OH:13])=O)[CH3:10])=[O:7])([CH3:4])([CH3:3])[CH3:2].CN1CCOCC1.C(OC(Cl)=O)C(C)C.[CH3:29][O:30][C:31](=[O:51])[C@H:32]([NH:42][CH2:43][C:44]1[CH:49]=[CH:48][C:47]([F:50])=[CH:46][CH:45]=1)[CH2:33][O:34][CH2:35][C:36]1[CH:41]=[CH:40][CH:39]=[CH:38][CH:37]=1. The catalyst is O1CCCC1.C(OCC)(=O)C. The product is [CH3:29][O:30][C:31](=[O:51])[C@H:32]([N:42]([CH2:43][C:44]1[CH:49]=[CH:48][C:47]([F:50])=[CH:46][CH:45]=1)[C:11]([C@@H:9]([NH:8][C:6]([O:5][C:1]([CH3:2])([CH3:3])[CH3:4])=[O:7])[CH3:10])=[O:13])[CH2:33][O:34][CH2:35][C:36]1[CH:41]=[CH:40][CH:39]=[CH:38][CH:37]=1. The yield is 0.630. (9) The reactants are [NH2:1][C@@H:2]1[CH2:6][CH2:5][C@@:4]([C:11]([N:13]2[CH2:18][C@@H:17]3[CH2:19][C@H:14]2[CH2:15][N:16]3[C:20]([O:22][C:23]([CH3:26])([CH3:25])[CH3:24])=[O:21])=[O:12])([CH2:7][CH:8]([F:10])[F:9])[CH2:3]1.C(O[BH-](OC(=O)C)OC(=O)C)(=O)C.[Na+].[CH3:41][O:42][C@H:43]1[C:48](=O)[CH2:47][CH2:46][O:45][CH2:44]1.[OH-].[Na+]. The catalyst is ClCCl.O. The product is [C:23]([O:22][C:20]([N:16]1[CH2:15][C@@H:14]2[CH2:19][C@H:17]1[CH2:18][N:13]2[C:11]([C@@:4]1([CH2:7][CH:8]([F:9])[F:10])[CH2:5][CH2:6][C@@H:2]([NH:1][C@@H:48]2[C@H:43]([O:42][CH3:41])[CH2:44][O:45][CH2:46][CH2:47]2)[CH2:3]1)=[O:12])=[O:21])([CH3:26])([CH3:25])[CH3:24]. The yield is 0.470.